This data is from Forward reaction prediction with 1.9M reactions from USPTO patents (1976-2016). The task is: Predict the product of the given reaction. (1) Given the reactants C(OC([N:8]1[CH2:13][CH2:12][N:11]([CH2:14][C:15]2[NH:19][C:18]3[CH:20]=[C:21]([Cl:25])[CH:22]=[C:23]([Cl:24])[C:17]=3[N:16]=2)[C:10](=[O:26])[CH2:9]1)=O)(C)(C)C.[CH3:27][C:28]1([CH3:31])[CH2:30][O:29]1.C(=O)([O-])[O-].[K+].[K+], predict the reaction product. The product is: [Cl:24][C:23]1[C:17]2[N:16]=[C:15]([CH2:14][N:11]3[CH2:12][CH2:13][NH:8][CH2:9][C:10]3=[O:26])[N:19]([CH2:27][C:28]([OH:29])([CH3:31])[CH3:30])[C:18]=2[CH:20]=[C:21]([Cl:25])[CH:22]=1. (2) Given the reactants Cl.[Cl:2][C:3]1[CH:4]=[CH:5][C:6]2[CH2:12][CH2:11][C:10]3[CH:13]=[CH:14][CH:15]=[CH:16][C:9]=3[N:8]([CH2:17][CH2:18][CH2:19][NH2:20])[C:7]=2[CH:21]=1.CCN(CC)CC.[F:29][C:30]([F:43])([F:42])[O:31][C:32]1[CH:37]=[CH:36][C:35]([S:38](Cl)(=[O:40])=[O:39])=[CH:34][CH:33]=1, predict the reaction product. The product is: [Cl:2][C:3]1[CH:4]=[CH:5][C:6]2[CH2:12][CH2:11][C:10]3[CH:13]=[CH:14][CH:15]=[CH:16][C:9]=3[N:8]([CH2:17][CH2:18][CH2:19][NH:20][S:38]([C:35]3[CH:34]=[CH:33][C:32]([O:31][C:30]([F:29])([F:42])[F:43])=[CH:37][CH:36]=3)(=[O:40])=[O:39])[C:7]=2[CH:21]=1.